This data is from Forward reaction prediction with 1.9M reactions from USPTO patents (1976-2016). The task is: Predict the product of the given reaction. (1) Given the reactants [NH2:1][NH:2][C:3]([C:5]1[C:10]([C:11]([F:14])([F:13])[F:12])=[CH:9][CH:8]=[CH:7][N:6]=1)=[NH:4].[OH:15][C:16]1[CH:23]=[CH:22][CH:21]=[CH:20][C:17]=1[CH:18]=O, predict the reaction product. The product is: [F:14][C:11]([F:12])([F:13])[C:10]1[C:5]([C:3]2[N:4]=[C:18]([C:17]3[CH:20]=[CH:21][CH:22]=[CH:23][C:16]=3[OH:15])[NH:1][N:2]=2)=[N:6][CH:7]=[CH:8][CH:9]=1. (2) Given the reactants Br[C:2]1[CH:7]=[CH:6][C:5]([CH:8]2[CH2:12][O:11][C:10]([CH3:14])([CH3:13])[O:9]2)=[CH:4][N:3]=1.CCCCCC.C([Li])CCC.CN(C)[CH:28]=[O:29].O, predict the reaction product. The product is: [CH3:13][C:10]1([CH3:14])[O:9][CH:8]([C:5]2[CH:6]=[CH:7][C:2]([CH:28]=[O:29])=[N:3][CH:4]=2)[CH2:12][O:11]1. (3) The product is: [C:19]1([CH2:18][O:17][C:5]2[CH:4]=[CH:3][C:2]([C:33]3[CH:34]=[N:35][NH:36][CH:37]=3)=[CH:16][C:6]=2[C:7]([NH:9][C:10]2[CH:11]=[N:12][CH:13]=[CH:14][CH:15]=2)=[O:8])[CH:24]=[CH:23][CH:22]=[CH:21][CH:20]=1. Given the reactants Br[C:2]1[CH:3]=[CH:4][C:5]([O:17][CH2:18][C:19]2[CH:24]=[CH:23][CH:22]=[CH:21][CH:20]=2)=[C:6]([CH:16]=1)[C:7]([NH:9][C:10]1[CH:11]=[N:12][CH:13]=[CH:14][CH:15]=1)=[O:8].CC1(C)C(C)(C)OB([C:33]2[CH:34]=[N:35][N:36](C(OC(C)(C)C)=O)[CH:37]=2)O1.C(=O)([O-])[O-].[Na+].[Na+], predict the reaction product.